This data is from Forward reaction prediction with 1.9M reactions from USPTO patents (1976-2016). The task is: Predict the product of the given reaction. (1) Given the reactants [CH:1]1([NH2:6])[CH2:5][CH2:4][CH2:3][CH2:2]1.[CH3:7][O:8][C:9]([C:11]1[CH:12]=[C:13]([CH3:34])[C:14]2[O:20][C:19]3[C:21]([Cl:30])=[CH:22][C:23]([NH:25][C:26](=[O:29])[CH2:27]Cl)=[CH:24][C:18]=3[CH2:17][S:16](=[O:32])(=[O:31])[C:15]=2[CH:33]=1)=[O:10], predict the reaction product. The product is: [CH3:7][O:8][C:9]([C:11]1[CH:12]=[C:13]([CH3:34])[C:14]2[O:20][C:19]3[C:21]([Cl:30])=[CH:22][C:23]([NH:25][C:26](=[O:29])[CH2:27][NH:6][CH:1]4[CH2:5][CH2:4][CH2:3][CH2:2]4)=[CH:24][C:18]=3[CH2:17][S:16](=[O:32])(=[O:31])[C:15]=2[CH:33]=1)=[O:10]. (2) Given the reactants [C:1]([O:5][C:6]([N:8]1[CH2:12][CH:11]([O:13]CC2C=CC=CC=2)[CH2:10][CH:9]1[CH3:21])=[O:7])([CH3:4])([CH3:3])[CH3:2], predict the reaction product. The product is: [C:1]([O:5][C:6]([N:8]1[CH2:12][CH:11]([OH:13])[CH2:10][CH:9]1[CH3:21])=[O:7])([CH3:4])([CH3:2])[CH3:3]. (3) The product is: [CH:2]1([N:7]2[CH:11]=[C:10]3[C:9]([NH:17][C:18](=[O:19])[N:20]([CH2:21][C:22]4[CH:23]=[CH:24][C:25]([O:28][CH3:29])=[CH:26][CH:27]=4)[C:12]3=[O:13])=[N:8]2)[CH2:3][CH2:4][CH2:5][CH2:6]1. Given the reactants [Na].[CH:2]1([N:7]2[CH:11]=[C:10]([C:12](OCC)=[O:13])[C:9]([NH:17][C:18]([NH:20][CH2:21][C:22]3[CH:27]=[CH:26][C:25]([O:28][CH3:29])=[CH:24][CH:23]=3)=[O:19])=[N:8]2)[CH2:6][CH2:5][CH2:4][CH2:3]1, predict the reaction product.